From a dataset of Reaction yield outcomes from USPTO patents with 853,638 reactions. Predict the reaction yield, written as a fraction of the theoretical maximum amount of product (1.0 means a 100% yield; for example, 0.34 means a 34% yield). (1) The reactants are [H-].[Na+].[OH:3][CH:4]1[CH2:9][CH2:8][S:7][CH2:6][CH2:5]1.Cl.[Cl:11][C:12]1[CH:13]=[C:14]([CH:27]=[CH:28][C:29]=1[F:30])[NH:15][C:16]1[C:25]2[C:20](=[CH:21][CH:22]=[CH:23][C:24]=2F)[N:19]=[CH:18][N:17]=1. The catalyst is CN(C=O)C. The product is [Cl:11][C:12]1[CH:13]=[C:14]([CH:27]=[CH:28][C:29]=1[F:30])[NH:15][C:16]1[C:25]2[C:20](=[CH:21][CH:22]=[CH:23][C:24]=2[O:3][CH:4]2[CH2:9][CH2:8][S:7][CH2:6][CH2:5]2)[N:19]=[CH:18][N:17]=1. The yield is 0.650. (2) The reactants are CC1(C)[O:6][CH:5]([CH2:7][CH2:8][O:9][C:10]2[CH:18]=[C:17]([F:19])[CH:16]=[C:15]([NH:20][C:21]3[CH:26]=[CH:25][C:24]([I:27])=[CH:23][C:22]=3[F:28])[C:11]=2[C:12]([NH2:14])=[O:13])[CH2:4][O:3]1.Cl. The catalyst is C1COCC1. The product is [OH:6][CH:5]([CH2:4][OH:3])[CH2:7][CH2:8][O:9][C:10]1[CH:18]=[C:17]([F:19])[CH:16]=[C:15]([NH:20][C:21]2[CH:26]=[CH:25][C:24]([I:27])=[CH:23][C:22]=2[F:28])[C:11]=1[C:12]([NH2:14])=[O:13]. The yield is 0.800. (3) The reactants are [C:1]([Cl:4])(=O)C.[CH2:5]1[CH2:10][CH:9]([CH:11]([C:18]([OH:20])=[O:19])[C:12]2[CH:17]=[CH:16][CH:15]=[CH:14][CH:13]=2)[NH:8][CH2:7][CH2:6]1. The catalyst is CO. The product is [CH3:1][O:19][C:18]([C@@H:11]([C:12]1[CH:13]=[CH:14][CH:15]=[CH:16][CH:17]=1)[C@H:9]1[NH:8][CH2:7][CH2:6][CH2:5][CH2:10]1)=[O:20].[ClH:4]. The yield is 0.880. (4) The yield is 1.05. The product is [NH2:1][C:2]1[N:6]([C:7]2[CH:12]=[CH:11][CH:10]=[CH:9][CH:8]=2)[N:5]=[C:4]([C:13]([CH3:20])([CH3:19])[CH2:14][OH:15])[CH:3]=1. The catalyst is C1COCC1. The reactants are [NH2:1][C:2]1[N:6]([C:7]2[CH:12]=[CH:11][CH:10]=[CH:9][CH:8]=2)[N:5]=[C:4]([C:13]([CH3:20])([CH3:19])[C:14](OCC)=[O:15])[CH:3]=1.[H-].[H-].[H-].[H-].[Li+].[Al+3]. (5) The reactants are [CH:1]([Si:4]([CH:47]([CH3:49])[CH3:48])([CH:44]([CH3:46])[CH3:45])[O:5][C@H:6]1[C@H:11]([O:12][Si:13]([CH:20]([CH3:22])[CH3:21])([CH:17]([CH3:19])[CH3:18])[CH:14]([CH3:16])[CH3:15])[CH:10]=[C:9]([C:23]2[CH:28]=[CH:27][N:26]=[CH:25][C:24]=2[N+:29]([O-])=O)[O:8][C@@H:7]1[CH2:32][O:33][Si:34]([CH:41]([CH3:43])[CH3:42])([CH:38]([CH3:40])[CH3:39])[CH:35]([CH3:37])[CH3:36])([CH3:3])[CH3:2]. The catalyst is CC(O)=O.[Fe]. The product is [CH:47]([Si:4]([CH:1]([CH3:3])[CH3:2])([CH:44]([CH3:46])[CH3:45])[O:5][C@H:6]1[C@H:11]([O:12][Si:13]([CH:14]([CH3:15])[CH3:16])([CH:17]([CH3:19])[CH3:18])[CH:20]([CH3:22])[CH3:21])[CH:10]=[C:9]([C:23]2[CH:28]=[CH:27][N:26]=[CH:25][C:24]=2[NH2:29])[O:8][C@@H:7]1[CH2:32][O:33][Si:34]([CH:35]([CH3:37])[CH3:36])([CH:38]([CH3:40])[CH3:39])[CH:41]([CH3:43])[CH3:42])([CH3:48])[CH3:49]. The yield is 0.830.